From a dataset of Forward reaction prediction with 1.9M reactions from USPTO patents (1976-2016). Predict the product of the given reaction. Given the reactants [CH:1]1([CH2:7][NH:8][C:9]2[CH:10]=[C:11]([CH2:15][CH2:16][CH2:17][NH:18][C:19](=[O:25])[O:20][C:21]([CH3:24])([CH3:23])[CH3:22])[CH:12]=[CH:13][CH:14]=2)CCCCC1.[S:26]1[CH:30]=[CH:29][N:28]=C1C=O.[BH4-].[Na+], predict the reaction product. The product is: [S:26]1[CH:30]=[CH:29][N:28]=[C:1]1[CH2:7][NH:8][C:9]1[CH:10]=[C:11]([CH2:15][CH2:16][CH2:17][NH:18][C:19](=[O:25])[O:20][C:21]([CH3:22])([CH3:23])[CH3:24])[CH:12]=[CH:13][CH:14]=1.